The task is: Regression. Given two drug SMILES strings and cell line genomic features, predict the synergy score measuring deviation from expected non-interaction effect.. This data is from Merck oncology drug combination screen with 23,052 pairs across 39 cell lines. (1) Drug 1: CCC1(O)CC2CN(CCc3c([nH]c4ccccc34)C(C(=O)OC)(c3cc4c(cc3OC)N(C)C3C(O)(C(=O)OC)C(OC(C)=O)C5(CC)C=CCN6CCC43C65)C2)C1. Drug 2: N#Cc1ccc(Cn2cncc2CN2CCN(c3cccc(Cl)c3)C(=O)C2)cc1. Cell line: HT144. Synergy scores: synergy=28.4. (2) Drug 1: CN(Cc1cnc2nc(N)nc(N)c2n1)c1ccc(C(=O)NC(CCC(=O)O)C(=O)O)cc1. Drug 2: CS(=O)(=O)CCNCc1ccc(-c2ccc3ncnc(Nc4ccc(OCc5cccc(F)c5)c(Cl)c4)c3c2)o1. Cell line: SKMES1. Synergy scores: synergy=-2.42. (3) Drug 1: CC1CC2C3CCC4=CC(=O)C=CC4(C)C3(F)C(O)CC2(C)C1(O)C(=O)CO. Drug 2: CCN(CC)CCNC(=O)c1c(C)[nH]c(C=C2C(=O)Nc3ccc(F)cc32)c1C. Cell line: LNCAP. Synergy scores: synergy=-8.06. (4) Drug 1: O=S1(=O)NC2(CN1CC(F)(F)F)C1CCC2Cc2cc(C=CCN3CCC(C(F)(F)F)CC3)ccc2C1. Drug 2: NC1(c2ccc(-c3nc4ccn5c(=O)[nH]nc5c4cc3-c3ccccc3)cc2)CCC1. Cell line: SW837. Synergy scores: synergy=15.3. (5) Drug 1: CN1C(=O)C=CC2(C)C3CCC4(C)C(NC(=O)OCC(F)(F)F)CCC4C3CCC12. Drug 2: C#Cc1cccc(Nc2ncnc3cc(OCCOC)c(OCCOC)cc23)c1. Cell line: OVCAR3. Synergy scores: synergy=-13.4.